Dataset: Experimentally validated miRNA-target interactions with 360,000+ pairs, plus equal number of negative samples. Task: Binary Classification. Given a miRNA mature sequence and a target amino acid sequence, predict their likelihood of interaction. The miRNA is mmu-miR-466q with sequence GUGCACACACACACAUACGU. The protein sequence of the target gene is MKLKEVDRTAMQAWSPAQNHPIYLATGTSAQQLDATFSTNASLEIFELDLSDPSLDMKSCATFSSSHRYHKLIWGPYKMDSKGDVSGVLIAGGENGNIILYDPSKIIAGDKEVVIAQNDKHTGPVRALDVNIFQTNLVASGANESEIYIWDLNNFATPMTPGAKTQPPEDISCIAWNRQVQHILASASPSGRATVWDLRKNEPIIKVSDHSNRMHCSGLAWHPDVATQMVLASEDDRLPVIQMWDLRFASSPLRVLENHARGILAIAWSMADPELLLSCGKDAKILCSNPNTGEVLYELP.... Result: 0 (no interaction).